This data is from Forward reaction prediction with 1.9M reactions from USPTO patents (1976-2016). The task is: Predict the product of the given reaction. Given the reactants C(O[C:9]1[CH:10]=[C:11]([CH:15]=[CH:16][C:17]([C:19]2[CH:24]=[CH:23][CH:22]=[CH:21][C:20]=2[Cl:25])=[O:18])[CH:12]=[CH:13][CH:14]=1)C1C=CC=CC=1.B(Br)(Br)Br.C[OH:31].O, predict the reaction product. The product is: [Cl:25][C:20]1[CH:21]=[CH:22][CH:23]=[CH:24][C:19]=1[C:17](=[O:18])[CH:16]=[CH:15][C:11]1[CH:12]=[CH:13][CH:14]=[CH:9][C:10]=1[OH:31].